Dataset: Catalyst prediction with 721,799 reactions and 888 catalyst types from USPTO. Task: Predict which catalyst facilitates the given reaction. (1) Reactant: [C:1]([O:5][C:6](=[O:19])[NH:7][C@H:8]([C@H:16]1[CH2:18][O:17]1)[CH2:9][C:10]1[CH:15]=[CH:14][CH:13]=[CH:12][CH:11]=1)([CH3:4])([CH3:3])[CH3:2].[CH3:20][O:21][C:22]1[CH:23]=[C:24]([CH:27]=[CH:28][CH:29]=1)[CH2:25][NH2:26]. Product: [C:1]([O:5][C:6](=[O:19])[NH:7][C@@H:8]([CH2:9][C:10]1[CH:15]=[CH:14][CH:13]=[CH:12][CH:11]=1)[C@H:16]([OH:17])[CH2:18][NH:26][CH2:25][C:24]1[CH:27]=[CH:28][CH:29]=[C:22]([O:21][CH3:20])[CH:23]=1)([CH3:4])([CH3:3])[CH3:2]. The catalyst class is: 14. (2) Reactant: F[C:2]1[N:7]=[C:6]([O:8][CH3:9])[C:5]([C:10]2[C:19]3[C:14](=[CH:15][C:16]([S:20]([NH:23][C:24]4[CH:29]=[CH:28][N:27]=[CH:26][N:25]=4)(=[O:22])=[O:21])=[CH:17][CH:18]=3)[CH:13]=[CH:12][N:11]=2)=[CH:4][CH:3]=1.FC1C(C2C3C(=CC(S(NC4C=CN=CN=4)(=O)=O)=CC=3)C=CN=2)=CC=C(OC)N=1.C([O-])([O-])=O.[K+].[K+].[CH2:65]([NH:69][CH2:70][CH:71]([CH3:73])[CH3:72])[CH:66]([CH3:68])[CH3:67]. Product: [CH2:65]([N:69]([CH2:70][CH:71]([CH3:73])[CH3:72])[C:2]1[N:7]=[C:6]([O:8][CH3:9])[C:5]([C:10]2[C:19]3[C:14](=[CH:15][C:16]([S:20]([NH:23][C:24]4[CH:29]=[CH:28][N:27]=[CH:26][N:25]=4)(=[O:22])=[O:21])=[CH:17][CH:18]=3)[CH:13]=[CH:12][N:11]=2)=[CH:4][CH:3]=1)[CH:66]([CH3:68])[CH3:67]. The catalyst class is: 3. (3) The catalyst class is: 44. Reactant: [CH3:1][N:2]1[CH2:8][CH2:7][CH2:6][NH:5][CH2:4][CH2:3]1.F[C:10]1[CH:19]=[CH:18][C:13]([C:14]([O:16][CH3:17])=[O:15])=[CH:12][CH:11]=1. Product: [CH3:1][N:2]1[CH2:8][CH2:7][CH2:6][N:5]([C:10]2[CH:19]=[CH:18][C:13]([C:14]([O:16][CH3:17])=[O:15])=[CH:12][CH:11]=2)[CH2:4][CH2:3]1. (4) Reactant: I[C:2]1[N:9]2[C:5]([S:6][C:7]([C:10]3[CH:11]=[C:12]([NH:16][C:17](=[O:19])[CH3:18])[CH:13]=[CH:14][CH:15]=3)=[N:8]2)=[N:4][CH:3]=1.CC1(C)C(C)(C)OB([C:28]2[CH:29]=[C:30]([C:35]([F:38])([F:37])[F:36])[C:31]([NH2:34])=[N:32][CH:33]=2)O1.C([O-])([O-])=O.[Na+].[Na+]. Product: [NH2:34][C:31]1[N:32]=[CH:33][C:28]([C:2]2[N:9]3[C:5]([S:6][C:7]([C:10]4[CH:11]=[C:12]([NH:16][C:17](=[O:19])[CH3:18])[CH:13]=[CH:14][CH:15]=4)=[N:8]3)=[N:4][CH:3]=2)=[CH:29][C:30]=1[C:35]([F:38])([F:36])[F:37]. The catalyst class is: 184. (5) Reactant: CC([O-])(C)C.[K+].[Si:7]([O:14][CH2:15][CH2:16][N:17]1[C:23]2[N:24]=[CH:25][CH:26]=[CH:27][C:22]=2[C:21]2[CH:28]=[CH:29][CH:30]=[CH:31][C:20]=2[CH2:19][C:18]1=[O:32])([C:10]([CH3:13])([CH3:12])[CH3:11])([CH3:9])[CH3:8].[N:33](OCCC(C)C)=[O:34]. Product: [Si:7]([O:14][CH2:15][CH2:16][N:17]1[C:23]2[N:24]=[CH:25][CH:26]=[CH:27][C:22]=2[C:21]2[CH:28]=[CH:29][CH:30]=[CH:31][C:20]=2[C:19](=[N:33][OH:34])[C:18]1=[O:32])([C:10]([CH3:13])([CH3:11])[CH3:12])([CH3:9])[CH3:8]. The catalyst class is: 7. (6) Reactant: [CH2:1]([CH:8]1[CH2:12][O:11][C:10](=[O:13])[N:9]1[C:14]([CH:16]([C:21]1[CH:22]=[C:23](OS(C(F)(F)F)(=O)=O)[CH:24]=[C:25]([C:27]2[CH:32]=[CH:31][C:30]([C:33]([F:36])([F:35])[F:34])=[CH:29][CH:28]=2)[CH:26]=1)[CH2:17][CH:18]([CH3:20])[CH3:19])=[O:15])[C:2]1[CH:7]=[CH:6][CH:5]=[CH:4][CH:3]=1.[F:45][C:46]([F:57])([F:56])[C:47]1[CH:52]=[CH:51][C:50](B(O)O)=[CH:49][CH:48]=1.COCCOC.C([O-])([O-])=O.[Na+].[Na+]. Product: [CH2:1]([CH:8]1[CH2:12][O:11][C:10](=[O:13])[N:9]1[C:14](=[O:15])[CH:16]([C:21]1[CH:26]=[C:25]([C:27]2[CH:32]=[CH:31][C:30]([C:33]([F:36])([F:35])[F:34])=[CH:29][CH:28]=2)[CH:24]=[C:23]([C:50]2[CH:51]=[CH:52][C:47]([C:46]([F:57])([F:56])[F:45])=[CH:48][CH:49]=2)[CH:22]=1)[CH2:17][CH:18]([CH3:20])[CH3:19])[C:2]1[CH:3]=[CH:4][CH:5]=[CH:6][CH:7]=1. The catalyst class is: 518.